From a dataset of Full USPTO retrosynthesis dataset with 1.9M reactions from patents (1976-2016). Predict the reactants needed to synthesize the given product. (1) Given the product [Br:8][C:9]1[N:14]=[C:13]([C:15]([NH:7][C:2]2[CH:3]=[CH:4][CH:5]=[CH:6][N:1]=2)=[O:16])[CH:12]=[CH:11][CH:10]=1, predict the reactants needed to synthesize it. The reactants are: [N:1]1[CH:6]=[CH:5][CH:4]=[CH:3][C:2]=1[NH2:7].[Br:8][C:9]1[N:14]=[C:13]([C:15](O)=[O:16])[CH:12]=[CH:11][CH:10]=1. (2) The reactants are: CO.Cl[C:4]1[C:9]([N+:10]([O-:12])=[O:11])=[CH:8][CH:7]=[C:6]([Cl:13])[N:5]=1.C(N(CC)CC)C.[CH:21]1[C:26]([NH2:27])=[CH:25][CH:24]=[C:23]([NH2:28])[CH:22]=1. Given the product [NH2:27][C:26]1[CH:21]=[CH:22][C:23]([NH:28][C:4]2[C:9]([N+:10]([O-:12])=[O:11])=[CH:8][CH:7]=[C:6]([Cl:13])[N:5]=2)=[CH:24][CH:25]=1, predict the reactants needed to synthesize it.